Dataset: Ames mutagenicity test results for genotoxicity prediction. Task: Regression/Classification. Given a drug SMILES string, predict its toxicity properties. Task type varies by dataset: regression for continuous values (e.g., LD50, hERG inhibition percentage) or binary classification for toxic/non-toxic outcomes (e.g., AMES mutagenicity, cardiotoxicity, hepatotoxicity). Dataset: ames. (1) The compound is C=C(F)F. The result is 1 (mutagenic). (2) The drug is N#CC(Cl)Br. The result is 1 (mutagenic). (3) The molecule is C=C1/C(=C/C=C2\CCCC3(C)C2CCC3C(C)CCC(O)C(C)C)CC(O)CC1O. The result is 0 (non-mutagenic). (4) The drug is N#Cc1ccc(/C=C/c2ccc(N)cc2)cc1. The result is 1 (mutagenic).